From a dataset of Peptide-MHC class I binding affinity with 185,985 pairs from IEDB/IMGT. Regression. Given a peptide amino acid sequence and an MHC pseudo amino acid sequence, predict their binding affinity value. This is MHC class I binding data. The binding affinity (normalized) is 0.726. The MHC is HLA-B15:01 with pseudo-sequence HLA-B15:01. The peptide sequence is RTNAAMGAVF.